Dataset: Reaction yield outcomes from USPTO patents with 853,638 reactions. Task: Predict the reaction yield, written as a fraction of the theoretical maximum amount of product (1.0 means a 100% yield; for example, 0.34 means a 34% yield). (1) The reactants are Cl[C:2]1[C:7]([O:8][CH2:9][CH2:10][O:11]C2CCCCO2)=[CH:6][CH:5]=[CH:4][N:3]=1.[CH3:18][NH:19][CH2:20][CH2:21][OH:22].CC(C)([O-])C.[K+].C(O)(C)(C)C. The catalyst is C1(C)C=CC=CC=1. The product is [CH3:18][NH:19][CH2:20][CH2:21][O:22][C:2]1[C:7]([O:8][CH2:9][CH2:10][OH:11])=[CH:6][CH:5]=[CH:4][N:3]=1. The yield is 0.140. (2) The reactants are [CH3:1][C:2]1[S:6][C:5]([C:7]([O:9]C)=[O:8])=[CH:4][C:3]=1[C:11]1[N:15]([CH3:16])[N:14]=[CH:13][CH:12]=1.[OH-].[Na+]. The catalyst is O1CCCC1. The product is [CH3:1][C:2]1[S:6][C:5]([C:7]([OH:9])=[O:8])=[CH:4][C:3]=1[C:11]1[N:15]([CH3:16])[N:14]=[CH:13][CH:12]=1. The yield is 0.750. (3) The reactants are [F:1][C:2]([F:12])([F:11])[C:3]1[CH:10]=[CH:9][C:6]([CH:7]=[O:8])=[CH:5][N:4]=1.[N+:13]([CH:15](S(C1C=CC(C)=CC=1)(=O)=O)[CH3:16])#[C-:14].C([O-])([O-])=O.[K+].[K+]. The product is [CH3:16][C:15]1[N:13]=[CH:14][O:8][C:7]=1[C:6]1[CH:9]=[CH:10][C:3]([C:2]([F:1])([F:11])[F:12])=[N:4][CH:5]=1. The yield is 0.880. The catalyst is CO. (4) The catalyst is ClCCl. The product is [C:1]1([S:7]([N:10]2[C:14]3=[N:15][CH:16]=[C:17]([Cl:19])[CH:18]=[C:13]3[C:12]([CH2:20][C:22]3[CH:23]=[N:24][C:25]([S:28][CH3:29])=[N:26][CH:27]=3)=[CH:11]2)(=[O:9])=[O:8])[CH:2]=[CH:3][CH:4]=[CH:5][CH:6]=1. The yield is 0.740. The reactants are [C:1]1([S:7]([N:10]2[C:14]3=[N:15][CH:16]=[C:17]([Cl:19])[CH:18]=[C:13]3[C:12]([CH:20]([C:22]3[CH:23]=[N:24][C:25]([S:28][CH3:29])=[N:26][CH:27]=3)O)=[CH:11]2)(=[O:9])=[O:8])[CH:6]=[CH:5][CH:4]=[CH:3][CH:2]=1.C([SiH](CC)CC)C.FC(F)(F)C(O)=O. (5) The reactants are Cl[C:2]1[CH:10]=[CH:9][C:8]([S:11][CH3:12])=[CH:7][C:3]=1[C:4]([OH:6])=[O:5].[NH:13]1[CH2:18][CH2:17][O:16][CH2:15][CH2:14]1.C(=O)([O-])[O-].[K+].[K+]. The catalyst is C(O)CCCC.[Cu]. The product is [CH3:12][S:11][C:8]1[CH:9]=[CH:10][C:2]([N:13]2[CH2:18][CH2:17][O:16][CH2:15][CH2:14]2)=[C:3]([CH:7]=1)[C:4]([OH:6])=[O:5]. The yield is 0.100.